From a dataset of HIV replication inhibition screening data with 41,000+ compounds from the AIDS Antiviral Screen. Binary Classification. Given a drug SMILES string, predict its activity (active/inactive) in a high-throughput screening assay against a specified biological target. (1) The drug is COc1ccc(C2=NOC(N)(c3ccc(OC)cc3)C2)cc1. The result is 0 (inactive). (2) The molecule is O=[N+]([O-])O. The result is 0 (inactive). (3) The compound is CC1CCC2C(C)C3=C(CN2C1)C1CC2C(CC(O)C4CC(O)CCC42C)C1CC3. The result is 0 (inactive). (4) The molecule is Nc1cc([As]=O)ccc1O. The result is 0 (inactive).